Dataset: Full USPTO retrosynthesis dataset with 1.9M reactions from patents (1976-2016). Task: Predict the reactants needed to synthesize the given product. Given the product [C:3]([C:5]1[CH:6]=[CH:7][C:8]([CH2:9][C:10]([CH2:26][CH2:27][C:28]2[CH:37]=[CH:36][C:31]([C:32]([O:34][CH3:35])=[O:33])=[CH:30][CH:29]=2)([C:11]([O:13][CH2:14][CH:15]=[CH2:16])=[O:12])[C:17]([O:19][CH2:20][CH:21]=[CH2:22])=[O:18])=[CH:23][CH:24]=1)#[N:4], predict the reactants needed to synthesize it. The reactants are: [H-].[Na+].[C:3]([C:5]1[CH:24]=[CH:23][C:8]([CH2:9][CH:10]([C:17]([O:19][CH2:20][CH:21]=[CH2:22])=[O:18])[C:11]([O:13][CH2:14][CH:15]=[CH2:16])=[O:12])=[CH:7][CH:6]=1)#[N:4].Br[CH2:26][CH2:27][C:28]1[CH:37]=[CH:36][C:31]([C:32]([O:34][CH3:35])=[O:33])=[CH:30][CH:29]=1.O.